From a dataset of Reaction yield outcomes from USPTO patents with 853,638 reactions. Predict the reaction yield, written as a fraction of the theoretical maximum amount of product (1.0 means a 100% yield; for example, 0.34 means a 34% yield). (1) The reactants are Br[C:2]1[CH:3]=[C:4]([NH:13][S:14]([CH2:17][CH3:18])(=[O:16])=[O:15])[CH:5]=[N:6][C:7]=1[O:8][CH2:9][CH:10]1[CH2:12][CH2:11]1.[CH3:19][C:20]1([CH3:36])[C:24]([CH3:26])([CH3:25])[O:23][B:22]([B:22]2[O:23][C:24]([CH3:26])([CH3:25])[C:20]([CH3:36])([CH3:19])[O:21]2)[O:21]1.CC([O-])=O.[K+]. The catalyst is O1CCOCC1. The product is [CH:10]1([CH2:9][O:8][C:7]2[N:6]=[CH:5][C:4]([NH:13][S:14]([CH2:17][CH3:18])(=[O:16])=[O:15])=[CH:3][C:2]=2[B:22]2[O:23][C:24]([CH3:26])([CH3:25])[C:20]([CH3:36])([CH3:19])[O:21]2)[CH2:12][CH2:11]1. The yield is 0.650. (2) The reactants are NC[C:3]1[CH:11]=[CH:10][C:6]([C:7]([OH:9])=[O:8])=[CH:5][C:4]=1[N+:12]([O-:14])=[O:13].ClC(OCC1C2C=CC=CC=2C2C1=CC=CC=2)=O. The catalyst is C([O-])([O-])=O.[Na+].[Na+].O1CCOCC1. The product is [N+:12]([C:4]1[CH:5]=[C:6]([CH:10]=[CH:11][CH:3]=1)[C:7]([OH:9])=[O:8])([O-:14])=[O:13]. The yield is 0.920. (3) The reactants are [O:1]=[C:2]1[CH2:7][CH2:6][N:5]([C:8]([O:10][C:11]([CH3:14])([CH3:13])[CH3:12])=[O:9])[CH2:4][CH2:3]1.N1CCCC1.[F:20][C:21]1[CH:26]=[CH:25][C:24]([C:27](=[O:29])[CH3:28])=[C:23](O)[CH:22]=1. The catalyst is CO. The product is [F:20][C:21]1[CH:26]=[C:25]2[C:24]([C:27](=[O:29])[CH2:28][C:2]3([O:1]2)[CH2:3][CH2:4][N:5]([C:8]([O:10][C:11]([CH3:14])([CH3:13])[CH3:12])=[O:9])[CH2:6][CH2:7]3)=[CH:23][CH:22]=1. The yield is 0.210. (4) The reactants are COCCN(S(F)(F)[F:11])CCOC.[CH3:14][O:15][C:16]([C@@:18]12[CH2:24][CH2:23][C@:22]1([CH2:25]O)[CH2:21][N:20]([C@@H:27]([C:29]1[CH:34]=[CH:33][CH:32]=[CH:31][CH:30]=1)[CH3:28])[C:19]2=[O:35])=[O:17].C(=O)(O)[O-].[Na+].C(OCC)(=O)C. The catalyst is ClCCl.O. The product is [CH3:14][O:15][C:16]([C@@:18]12[CH2:24][CH2:23][C@:22]1([CH2:25][F:11])[CH2:21][N:20]([C@@H:27]([C:29]1[CH:34]=[CH:33][CH:32]=[CH:31][CH:30]=1)[CH3:28])[C:19]2=[O:35])=[O:17]. The yield is 0.960. (5) The reactants are [CH2:1]([O:8][C:9]1[C:32]([O:33][CH3:34])=[CH:31][C:12]([C:13]([N:15]2[C:23]3[C:18](=[CH:19][CH:20]=[C:21]([N+:24]([O-:26])=[O:25])[CH:22]=3)[CH2:17][CH:16]2[C:27](OC)=[O:28])=[O:14])=[C:11]([N+:35]([O-:37])=[O:36])[CH:10]=1)[C:2]1[CH:7]=[CH:6][CH:5]=[CH:4][CH:3]=1.C(=O)=O.CC(C)=O.CC(C[AlH]CC(C)C)C. The catalyst is ClCCl.C1(C)C=CC=CC=1.Cl.C(OCC)(=O)C.CO. The product is [CH2:1]([O:8][C:9]1[C:32]([O:33][CH3:34])=[CH:31][C:12]([C:13]([N:15]2[C:23]3[C:18](=[CH:19][CH:20]=[C:21]([N+:24]([O-:26])=[O:25])[CH:22]=3)[CH2:17][CH:16]2[CH:27]=[O:28])=[O:14])=[C:11]([N+:35]([O-:37])=[O:36])[CH:10]=1)[C:2]1[CH:7]=[CH:6][CH:5]=[CH:4][CH:3]=1. The yield is 0.645. (6) The reactants are [NH:1]1[CH2:6][CH2:5][O:4][CH2:3][CH2:2]1.[C:7]1(=[O:14])[O:13][C:11](=[O:12])[CH2:10][C:8]1=[CH2:9]. The catalyst is ClCCl. The product is [CH2:9]=[C:8]([CH2:10][C:11]([N:1]1[CH2:6][CH2:5][O:4][CH2:3][CH2:2]1)=[O:12])[C:7]([OH:14])=[O:13]. The yield is 0.680.